Task: Predict the reaction yield, written as a fraction of the theoretical maximum amount of product (1.0 means a 100% yield; for example, 0.34 means a 34% yield).. Dataset: Reaction yield outcomes from USPTO patents with 853,638 reactions (1) The product is [Cl:18][C:3]1[C:2]2[N:9]([CH:20]=[CH:21][N:1]=2)[CH:8]=[C:7]([C:10]2[CH:15]=[CH:14][C:13]([Cl:16])=[CH:12][C:11]=2[Cl:17])[C:4]=1[C:5]#[N:6]. The reactants are [NH2:1][C:2]1[C:3]([Cl:18])=[C:4]([C:7]([C:10]2[CH:15]=[CH:14][C:13]([Cl:16])=[CH:12][C:11]=2[Cl:17])=[CH:8][N:9]=1)[C:5]#[N:6].Cl[CH:20](OCC)[CH2:21]Cl. The catalyst is CCOC(C)=O. The yield is 0.600. (2) The reactants are [NH2:1][C@H:2]([C:7]([O:9][CH2:10][C:11]1[CH:16]=[CH:15][CH:14]=[CH:13][CH:12]=1)=[O:8])[CH2:3][CH:4]([CH3:6])[CH3:5].[NH:17]([C:26]([O:28][CH2:29][CH:30]1[C:42]2[C:37](=[CH:38][CH:39]=[CH:40][CH:41]=2)[C:36]2[C:31]1=[CH:32][CH:33]=[CH:34][CH:35]=2)=[O:27])[C@H:18]([C:23](O)=[O:24])[CH2:19][CH:20]([CH3:22])[CH3:21].CCN=C=NCCCN(C)C.Cl. The catalyst is C(Cl)(Cl)Cl.C1C=CC2N(O)N=NC=2C=1. The product is [NH:17]([C:26]([O:28][CH2:29][CH:30]1[C:42]2[C:37](=[CH:38][CH:39]=[CH:40][CH:41]=2)[C:36]2[C:31]1=[CH:32][CH:33]=[CH:34][CH:35]=2)=[O:27])[C@H:18]([C:23]([NH:1][C@H:2]([C:7]([O:9][CH2:10][C:11]1[CH:16]=[CH:15][CH:14]=[CH:13][CH:12]=1)=[O:8])[CH2:3][CH:4]([CH3:6])[CH3:5])=[O:24])[CH2:19][CH:20]([CH3:22])[CH3:21]. The yield is 0.930.